Dataset: Full USPTO retrosynthesis dataset with 1.9M reactions from patents (1976-2016). Task: Predict the reactants needed to synthesize the given product. Given the product [F:23][C:20]1[CH:21]=[CH:22][C:17]([N:9]2[CH:10]=[C:11]([C:12]([O:14][CH3:15])=[O:13])[C:7]([C:1]3[CH:2]=[CH:3][CH:4]=[CH:5][CH:6]=3)=[N:8]2)=[N:18][CH:19]=1, predict the reactants needed to synthesize it. The reactants are: [C:1]1([C:7]2[C:11]([C:12]([O:14][CH3:15])=[O:13])=[CH:10][NH:9][N:8]=2)[CH:6]=[CH:5][CH:4]=[CH:3][CH:2]=1.Br[C:17]1[CH:22]=[CH:21][C:20]([F:23])=[CH:19][N:18]=1.CN[C@H]1CCCC[C@@H]1NC.C(=O)([O-])[O-].[K+].[K+].C([O-])(O)=O.[Na+].